From a dataset of Full USPTO retrosynthesis dataset with 1.9M reactions from patents (1976-2016). Predict the reactants needed to synthesize the given product. (1) The reactants are: [CH3:1][O:2][C:3]1[CH:8]=[CH:7][C:6](Cl)=[CH:5][CH:4]=1.[CH3:10][O:11][C:12]1[CH:17]=[CH:16][C:15]([C:18](=[O:21])[CH2:19][CH3:20])=[CH:14][CH:13]=1.C(O[Na])(C)(C)C. Given the product [CH3:10][O:11][C:12]1[CH:17]=[CH:16][C:15]([C:18](=[O:21])[CH:19]([C:6]2[CH:7]=[CH:8][C:3]([O:2][CH3:1])=[CH:4][CH:5]=2)[CH3:20])=[CH:14][CH:13]=1, predict the reactants needed to synthesize it. (2) Given the product [C:19]([O:23][C:24](=[O:49])[NH:25][CH:26]([C:27]1[CH:32]=[CH:31][C:30]([C:33]#[N:34])=[CH:29][C:28]=1[S:35]([CH2:38][CH3:39])(=[O:36])=[O:37])[C:13]1[C:14](=[O:17])[CH2:15][CH2:16][C:12]=1[NH:11][C:7]1[CH:8]=[CH:9][CH:10]=[C:5]([CH:4]([F:18])[F:3])[CH:6]=1)([CH3:22])([CH3:21])[CH3:20], predict the reactants needed to synthesize it. The reactants are: [H-].[Na+].[F:3][CH:4]([F:18])[C:5]1[CH:6]=[C:7]([NH:11][C:12]2[CH2:16][CH2:15][C:14](=[O:17])[CH:13]=2)[CH:8]=[CH:9][CH:10]=1.[C:19]([O:23][C:24](=[O:49])[NH:25][CH:26](S(C1C=CC=CC=1)(=O)=O)[C:27]1[CH:32]=[CH:31][C:30]([C:33]#[N:34])=[CH:29][C:28]=1[S:35]([CH2:38][CH3:39])(=[O:37])=[O:36])([CH3:22])([CH3:21])[CH3:20].C(OCC)(=O)C. (3) The reactants are: [CH3:1][O:2][N:3]=[C:4]([C:13]1[CH:14]=[N:15][C:16]([NH2:19])=[CH:17][CH:18]=1)[C:5]1[CH:10]=[CH:9][C:8]([O:11][CH3:12])=[CH:7][CH:6]=1.FC(F)(F)C(O)=O. Given the product [CH3:1][O:2]/[N:3]=[C:4](\[C:13]1[CH:14]=[N:15][C:16]([NH2:19])=[CH:17][CH:18]=1)/[C:5]1[CH:6]=[CH:7][C:8]([O:11][CH3:12])=[CH:9][CH:10]=1, predict the reactants needed to synthesize it. (4) The reactants are: O.[OH-].[Li+].[CH2:4]([C:6]1[CH:11]=[CH:10][C:9]([NH:12][C:13]2[O:17][C:16]([C:18]([NH:20][C:21]3[CH:26]=[CH:25][C:24]([C@H:27]4[CH2:32][CH2:31][C@H:30]([CH2:33][C:34]([O:36]C)=[O:35])[CH2:29][CH2:28]4)=[CH:23][CH:22]=3)=[O:19])=[N:15][N:14]=2)=[CH:8][CH:7]=1)[CH3:5].Cl. Given the product [CH2:4]([C:6]1[CH:11]=[CH:10][C:9]([NH:12][C:13]2[O:17][C:16]([C:18]([NH:20][C:21]3[CH:22]=[CH:23][C:24]([C@H:27]4[CH2:32][CH2:31][C@H:30]([CH2:33][C:34]([OH:36])=[O:35])[CH2:29][CH2:28]4)=[CH:25][CH:26]=3)=[O:19])=[N:15][N:14]=2)=[CH:8][CH:7]=1)[CH3:5], predict the reactants needed to synthesize it. (5) Given the product [C:2]1([B:9]([OH:13])[OH:10])[CH:7]=[CH:6][CH:5]=[CH:4][CH:3]=1, predict the reactants needed to synthesize it. The reactants are: Cl[C:2]1[CH:7]=[CH:6][CH:5]=[CH:4][CH:3]=1.[Li].[B:9](OCC)([O:13]CC)[O:10]CC.C(O)C. (6) Given the product [NH2:28][C@@H:23]([C:24]([CH3:27])([CH3:26])[CH3:25])[C:22]([N:6]1[C@H:5]([C:3]([O:2][CH3:1])=[O:4])[CH2:9][C@@:8]2([CH2:13][C:12](=[O:14])[N:11]([C:15]3[CH:20]=[CH:19][CH:18]=[C:17]([Cl:21])[CH:16]=3)[CH2:10]2)[CH2:7]1)=[O:36], predict the reactants needed to synthesize it. The reactants are: [CH3:1][O:2][C:3]([C@@H:5]1[CH2:9][C@@:8]2([CH2:13][C:12](=[O:14])[N:11]([C:15]3[CH:20]=[CH:19][CH:18]=[C:17]([Cl:21])[CH:16]=3)[CH2:10]2)[CH2:7][N:6]1[C:22](=[O:36])[C@@H:23]([NH:28]C(OC(C)(C)C)=O)[C:24]([CH3:27])([CH3:26])[CH3:25])=[O:4].FC(F)(F)C(O)=O.